From a dataset of Full USPTO retrosynthesis dataset with 1.9M reactions from patents (1976-2016). Predict the reactants needed to synthesize the given product. (1) Given the product [Cl:1][C:2]1[CH:10]=[CH:9][C:8]([C:11]2[C:16]([C@@H:17]([NH:27][C:28](=[O:45])[CH2:29][N:30]3[C:34]4[C:35]([F:40])([F:39])[C@@H:36]5[CH2:38][C@@H:37]5[C:33]=4[C:32]([C:41]([F:44])([F:43])[F:42])=[N:31]3)[CH2:18][C:19]3[CH:20]=[C:21]([F:26])[CH:22]=[C:23]([F:25])[CH:24]=3)=[N:15][C:14]([C:46]#[C:72][C:71]([C:67]3[O:66][CH:70]=[CH:69][CH:68]=3)([OH:75])[CH3:73])=[CH:13][CH:12]=2)=[C:7]2[C:3]=1[C:4]([NH:61][S:62]([CH3:65])(=[O:64])=[O:63])=[N:5][N:6]2[CH3:60], predict the reactants needed to synthesize it. The reactants are: [Cl:1][C:2]1[CH:10]=[CH:9][C:8]([C:11]2[CH:12]=[CH:13][C:14]([C:46]#CC3CCCN3C(OC(C)(C)C)=O)=[N:15][C:16]=2[C@@H:17]([NH:27][C:28](=[O:45])[CH2:29][N:30]2[C:34]3[C:35]([F:40])([F:39])[C@@H:36]4[CH2:38][C@@H:37]4[C:33]=3[C:32]([C:41]([F:44])([F:43])[F:42])=[N:31]2)[CH2:18][C:19]2[CH:24]=[C:23]([F:25])[CH:22]=[C:21]([F:26])[CH:20]=2)=[C:7]2[C:3]=1[C:4]([NH:61][S:62]([CH3:65])(=[O:64])=[O:63])=[N:5][N:6]2[CH3:60].[O:66]1[CH:70]=[CH:69][CH:68]=[C:67]1[C:71]([OH:75])([C:73]#C)[CH3:72]. (2) Given the product [CH2:31]([N:28]1[CH2:29][CH2:30][CH:25]([NH:24][C:19](=[O:21])[C:18]2[CH:22]=[CH:23][C:15]([O:14][CH2:13][C:3]3[C:4]([C:7]4[CH:8]=[CH:9][CH:10]=[CH:11][CH:12]=4)=[N:5][O:6][C:2]=3[CH3:1])=[N:16][CH:17]=2)[CH2:26][CH2:27]1)[C:32]1[CH:33]=[CH:34][CH:35]=[CH:36][CH:37]=1, predict the reactants needed to synthesize it. The reactants are: [CH3:1][C:2]1[O:6][N:5]=[C:4]([C:7]2[CH:12]=[CH:11][CH:10]=[CH:9][CH:8]=2)[C:3]=1[CH2:13][O:14][C:15]1[CH:23]=[CH:22][C:18]([C:19]([OH:21])=O)=[CH:17][N:16]=1.[NH2:24][CH:25]1[CH2:30][CH2:29][N:28]([CH2:31][C:32]2[CH:37]=[CH:36][CH:35]=[CH:34][CH:33]=2)[CH2:27][CH2:26]1. (3) Given the product [F:1][C:2]1[CH:3]=[C:4]([O:11][CH2:22][CH2:21][CH2:20][N:19]([CH2:24][CH3:25])[CH2:17][CH3:18])[CH:5]=[CH:6][C:7]=1[N+:8]([O-:10])=[O:9], predict the reactants needed to synthesize it. The reactants are: [F:1][C:2]1[CH:3]=[C:4]([OH:11])[CH:5]=[CH:6][C:7]=1[N+:8]([O-:10])=[O:9].CS([O-])(=O)=O.[CH2:17]([N:19]([CH2:24][CH3:25])[CH2:20][CH2:21][CH2:22]O)[CH3:18].C([O-])([O-])=O.[K+].[K+]. (4) Given the product [CH3:2][O:3][C:4]1[CH:9]=[C:8]([CH3:10])[CH:7]=[CH:6][C:5]=1[CH2:11][NH:12][C:22](=[O:24])[C:21]([NH:37][CH2:36][CH2:35][C:32]1[CH:31]=[CH:30][C:29]([CH3:28])=[CH:34][N:33]=1)=[O:27], predict the reactants needed to synthesize it. The reactants are: Cl.[CH3:2][O:3][C:4]1[CH:9]=[C:8]([CH3:10])[CH:7]=[CH:6][C:5]=1[CH2:11][NH2:12].C(N(CC)CC)C.Cl[C:21](=[O:27])[C:22]([O:24]CC)=O.[CH3:28][C:29]1[CH:30]=[CH:31][C:32]([CH2:35][CH2:36][NH2:37])=[N:33][CH:34]=1. (5) Given the product [CH3:12][O:13][C:14]1[CH:15]=[C:16](/[C:17](=[CH:4]/[C:3]2[C:6]([F:11])=[CH:7][CH:8]=[C:9]([F:10])[C:2]=2[F:1])/[C:18]#[N:19])[CH:20]=[CH:21][C:22]=1[O:23][CH3:24], predict the reactants needed to synthesize it. The reactants are: [F:1][C:2]1[C:9]([F:10])=[CH:8][CH:7]=[C:6]([F:11])[C:3]=1[CH:4]=O.[CH3:12][O:13][C:14]1[CH:15]=[C:16]([CH:20]=[CH:21][C:22]=1[O:23][CH3:24])[CH2:17][C:18]#[N:19].